From a dataset of NCI-60 drug combinations with 297,098 pairs across 59 cell lines. Regression. Given two drug SMILES strings and cell line genomic features, predict the synergy score measuring deviation from expected non-interaction effect. (1) Drug 1: CC1C(C(CC(O1)OC2CC(CC3=C2C(=C4C(=C3O)C(=O)C5=C(C4=O)C(=CC=C5)OC)O)(C(=O)C)O)N)O.Cl. Drug 2: COC1=C2C(=CC3=C1OC=C3)C=CC(=O)O2. Cell line: OVCAR-8. Synergy scores: CSS=31.2, Synergy_ZIP=2.70, Synergy_Bliss=3.63, Synergy_Loewe=-19.4, Synergy_HSA=2.61. (2) Drug 1: C1=CN(C(=O)N=C1N)C2C(C(C(O2)CO)O)O.Cl. Drug 2: C1C(C(OC1N2C=NC3=C(N=C(N=C32)Cl)N)CO)O. Cell line: LOX IMVI. Synergy scores: CSS=55.1, Synergy_ZIP=-3.30, Synergy_Bliss=-4.14, Synergy_Loewe=-8.18, Synergy_HSA=0.605. (3) Drug 1: C1=C(C(=O)NC(=O)N1)N(CCCl)CCCl. Drug 2: C(=O)(N)NO. Cell line: A549. Synergy scores: CSS=24.2, Synergy_ZIP=-0.497, Synergy_Bliss=3.07, Synergy_Loewe=-25.8, Synergy_HSA=2.90. (4) Drug 1: C1=CC(=CC=C1CCC2=CNC3=C2C(=O)NC(=N3)N)C(=O)NC(CCC(=O)O)C(=O)O. Drug 2: C1=CN(C=N1)CC(O)(P(=O)(O)O)P(=O)(O)O. Cell line: OVCAR-8. Synergy scores: CSS=33.8, Synergy_ZIP=17.9, Synergy_Bliss=13.3, Synergy_Loewe=-2.76, Synergy_HSA=14.0.